Dataset: Reaction yield outcomes from USPTO patents with 853,638 reactions. Task: Predict the reaction yield, written as a fraction of the theoretical maximum amount of product (1.0 means a 100% yield; for example, 0.34 means a 34% yield). (1) The reactants are [NH2:1][CH:2]1[N:8]=[C:7]([C:9]2[CH:14]=[CH:13][CH:12]=[CH:11][C:10]=2[F:15])[C:6]2[CH:16]=[CH:17][CH:18]=[C:19]([CH:20]([CH3:22])[CH3:21])[C:5]=2[NH:4][C:3]1=[O:23].Cl.NO.C(N(CC)CC)C.[C:34](O[C:34]([O:36][C:37]([CH3:40])([CH3:39])[CH3:38])=[O:35])([O:36][C:37]([CH3:40])([CH3:39])[CH3:38])=[O:35]. The catalyst is C(Cl)Cl.C(OC(C)C)(C)C.O.C(Cl)(Cl)Cl. The product is [C:37]([O:36][C:34]([NH:1][CH:2]1[N:8]=[C:7]([C:9]2[CH:14]=[CH:13][CH:12]=[CH:11][C:10]=2[F:15])[C:6]2[CH:16]=[CH:17][CH:18]=[C:19]([CH:20]([CH3:21])[CH3:22])[C:5]=2[NH:4][C:3]1=[O:23])=[O:35])([CH3:40])([CH3:39])[CH3:38]. The yield is 0.781. (2) The product is [CH2:1]([C:3]1[CH:8]=[CH:7][CH:6]=[C:5]([N+:9]([O-:11])=[O:10])[C:4]=1[NH2:12])[CH3:2]. The reactants are [CH2:1]([C:3]1[CH:8]=[CH:7][CH:6]=[C:5]([N+:9]([O-:11])=[O:10])[C:4]=1[NH:12]C(=O)C)[CH3:2]. The catalyst is CCO.Cl. The yield is 0.640.